The task is: Predict the reaction yield, written as a fraction of the theoretical maximum amount of product (1.0 means a 100% yield; for example, 0.34 means a 34% yield).. This data is from Reaction yield outcomes from USPTO patents with 853,638 reactions. (1) The reactants are Cl[C:2]1[C:6]2[CH:7]=[CH:8][CH:9]=[CH:10][C:5]=2[S:4](=[O:12])(=[O:11])[N:3]=1.Cl.Cl.[NH2:15][CH:16]([CH2:29][CH:30]1[CH2:35][CH2:34][CH2:33][CH2:32][CH2:31]1)[C:17]([NH:19][C:20]1([C:27]#[N:28])[CH2:25][CH2:24][N:23]([CH3:26])[CH2:22][CH2:21]1)=[O:18].C(N(CC)CC)C. The catalyst is C(#N)C. The product is [C:27]([C:20]1([NH:19][C:17](=[O:18])[CH:16]([NH:15][C:2]2[C:6]3[CH:7]=[CH:8][CH:9]=[CH:10][C:5]=3[S:4](=[O:12])(=[O:11])[N:3]=2)[CH2:29][CH:30]2[CH2:31][CH2:32][CH2:33][CH2:34][CH2:35]2)[CH2:21][CH2:22][N:23]([CH3:26])[CH2:24][CH2:25]1)#[N:28]. The yield is 0.490. (2) The product is [NH:14]1[C:15]2[C:6](=[CH:5][CH:4]=[CH:3][CH:2]=2)[C:7](=[O:16])[NH:8][C:13]1=[O:12]. The reactants are Cl[C:2]1[CH:3]=[CH:4][CH:5]=[C:6]2[C:15]=1[N:14]=[C:13]1[N:8](CCC[O:12]1)[C:7]2=[O:16].FC1C=CC(N2CC3CCC2CN3)=CC=1.C(N(CC)CC)C.C1(C)C=CC(S(O)(=O)=O)=CC=1. The catalyst is CC(N(C)C)=O.O. The yield is 0.327. (3) The reactants are [CH3:1][C:2]1[C:7]([C:8]2[CH:13]=[CH:12][N:11]=[C:10]([NH:14][C:15]3[CH:20]=[CH:19][N:18]=[CH:17][CH:16]=3)[N:9]=2)=[CH:6][N:5]=[C:4]([NH2:21])[N:3]=1.[CH2:22]([O:29]CC(N(OC)C)=O)[C:23]1[CH:28]=[CH:27][CH:26]=[CH:25][CH:24]=1.NC1C=CN=CC=1.[Li+].C[Si]([N-][Si](C)(C)C)(C)C.C(OCC1C(C2C=CN=C(S(C)=O)N=2)=CN=C(N)N=1)C1C=CC=CC=1. The catalyst is C1COCC1. The product is [CH2:22]([O:29][CH2:1][C:2]1[C:7]([C:8]2[CH:13]=[CH:12][N:11]=[C:10]([NH:14][C:15]3[CH:20]=[CH:19][N:18]=[CH:17][CH:16]=3)[N:9]=2)=[CH:6][N:5]=[C:4]([NH2:21])[N:3]=1)[C:23]1[CH:28]=[CH:27][CH:26]=[CH:25][CH:24]=1. The yield is 0.880. (4) The reactants are [CH2:1]([O:3][C:4]1[CH:5]=[C:6]([N:13]2[CH2:18][CH2:17][N:16]([CH:19]([CH3:21])[CH3:20])[CH2:15][CH2:14]2)[CH:7]=[CH:8][C:9]=1[N+:10]([O-])=O)[CH3:2].[BH4-].[Na+]. The catalyst is O.O.O.O.O.O.[Ni](Cl)Cl.CO.C1COCC1. The product is [CH2:1]([O:3][C:4]1[CH:5]=[C:6]([N:13]2[CH2:14][CH2:15][N:16]([CH:19]([CH3:21])[CH3:20])[CH2:17][CH2:18]2)[CH:7]=[CH:8][C:9]=1[NH2:10])[CH3:2]. The yield is 0.930. (5) The product is [C:25]([O:24][C:22](=[O:23])[NH:21][CH2:20][C:16]1[CH:17]=[CH:18][CH:19]=[C:14]([CH:11]2[CH2:12][CH2:13][NH:8][CH2:9][CH2:10]2)[CH:15]=1)([CH3:28])([CH3:26])[CH3:27]. The catalyst is C1COCC1. The reactants are C[Si](C)(C)CCOC([N:8]1[CH2:13][CH2:12][CH:11]([C:14]2[CH:19]=[CH:18][CH:17]=[C:16]([CH2:20][NH:21][C:22]([O:24][C:25]([CH3:28])([CH3:27])[CH3:26])=[O:23])[CH:15]=2)[CH2:10][CH2:9]1)=O.[N+](CCCC)(CCCC)(CCCC)CCCC.[F-].C1COCC1. The yield is 0.810. (6) The reactants are C([Si](C)(C)[O:6][CH2:7][CH2:8][C:9]([CH3:35])([CH3:34])[CH2:10][CH:11]1[CH2:15][NH:14][CH:13]([C:16]2[CH:21]=[CH:20][CH:19]=[C:18]([Cl:22])[C:17]=2[F:23])[C:12]21[C:31]1[C:26](=[CH:27][C:28]([Cl:32])=[CH:29][CH:30]=1)[NH:25][C:24]2=[O:33])(C)(C)C.[C:38]([O-])(O)=[O:39].[Na+].C(Cl)(Cl)=O.CC1(C)[O:52][C@@H:51]([CH2:53][CH2:54][NH2:55])[CH2:50][O:49]1.Cl. The catalyst is ClCCl.O1CCCC1.C1(C)C=CC=CC=1. The product is [OH:52][C@H:51]([CH2:50][OH:49])[CH2:53][CH2:54][NH:55][C:38]([N:14]1[CH2:15][CH:11]([CH2:10][C:9]([CH3:34])([CH3:35])[CH2:8][CH2:7][OH:6])[C:12]2([C:31]3[C:26](=[CH:27][C:28]([Cl:32])=[CH:29][CH:30]=3)[NH:25][C:24]2=[O:33])[CH:13]1[C:16]1[CH:21]=[CH:20][CH:19]=[C:18]([Cl:22])[C:17]=1[F:23])=[O:39]. The yield is 0.180.